Dataset: Catalyst prediction with 721,799 reactions and 888 catalyst types from USPTO. Task: Predict which catalyst facilitates the given reaction. Reactant: CC(C)([O-])C.[K+].[CH3:7][CH:8]([CH2:10][N:11]1P2N(CC(C)C)CC[N:14](CCN2CC(C)C)[CH2:13][CH2:12]1)C.[NH2:30][C:31]1[CH:32]=[N:33][CH:34]=[CH:35][CH:36]=1.Cl[C:38]1[C:51]2[C:50](=[O:52])[C:49]3[C:44](=[C:45](Cl)[CH:46]=[CH:47][CH:48]=3)[C:43](=[O:54])[C:42]=2[CH:41]=[CH:40][CH:39]=1. Product: [N:33]1[CH:34]=[CH:35][CH:36]=[C:31]([NH:30][C:38]2[C:51]3[C:50](=[O:52])[C:49]4[C:44](=[C:45]([NH:14][C:13]5[CH:12]=[N:11][CH:10]=[CH:8][CH:7]=5)[CH:46]=[CH:47][CH:48]=4)[C:43](=[O:54])[C:42]=3[CH:41]=[CH:40][CH:39]=2)[CH:32]=1. The catalyst class is: 187.